From a dataset of Catalyst prediction with 721,799 reactions and 888 catalyst types from USPTO. Predict which catalyst facilitates the given reaction. (1) Reactant: Br[C:2]1[CH:24]=[C:23]([F:25])[CH:22]=[CH:21][C:3]=1[O:4][CH2:5][C:6]([N:8]([CH:18]([CH3:20])[CH3:19])[NH:9][C:10](=[O:17])[C:11]1[CH:16]=[CH:15][CH:14]=[CH:13][CH:12]=1)=[O:7].C([O-])([O-])=O.[Na+].[Na+].[CH2:32]([O:35][C:36]1[CH:41]=[CH:40][CH:39]=[CH:38][C:37]=1B(O)O)[CH2:33][CH3:34]. Product: [F:25][C:23]1[CH:22]=[CH:21][C:3]([O:4][CH2:5][C:6]([N:8]([CH:18]([CH3:20])[CH3:19])[NH:9][C:10](=[O:17])[C:11]2[CH:16]=[CH:15][CH:14]=[CH:13][CH:12]=2)=[O:7])=[C:2]([C:37]2[CH:38]=[CH:39][CH:40]=[CH:41][C:36]=2[O:35][CH2:32][CH2:33][CH3:34])[CH:24]=1. The catalyst class is: 57. (2) The catalyst class is: 13. Reactant: [CH3:1][O:2][C:3]1[CH:8]=[CH:7][C:6]([CH2:9][NH2:10])=[CH:5][CH:4]=1.Cl[C:12]1[CH:17]=[CH:16][CH:15]=[C:14]([O:18][C:19]2[CH:24]=[CH:23][CH:22]=[CH:21][CH:20]=2)[N:13]=1. Product: [CH3:1][O:2][C:3]1[CH:8]=[CH:7][C:6]([CH2:9][NH:10][C:12]2[CH:17]=[CH:16][CH:15]=[C:14]([O:18][C:19]3[CH:24]=[CH:23][CH:22]=[CH:21][CH:20]=3)[N:13]=2)=[CH:5][CH:4]=1.